The task is: Predict the product of the given reaction.. This data is from Forward reaction prediction with 1.9M reactions from USPTO patents (1976-2016). (1) Given the reactants Br[C:2]1[CH:3]=[C:4]2[N:10]([O:11][CH:12]([C:14]3[C:19]([Cl:20])=[CH:18][CH:17]=[C:16]([F:21])[C:15]=3[Cl:22])[CH3:13])[CH:9]=[CH:8][C:5]2=[N:6][CH:7]=1.[CH3:23][N:24]([CH3:36])[C:25]([C:27]1[CH:28]=[C:29](B(O)O)[CH:30]=[CH:31][CH:32]=1)=[O:26], predict the reaction product. The product is: [Cl:22][C:15]1[C:16]([F:21])=[CH:17][CH:18]=[C:19]([Cl:20])[C:14]=1[CH:12]([O:11][N:10]1[C:4]2[C:5](=[N:6][CH:7]=[C:2]([C:31]3[CH:32]=[C:27]([CH:28]=[CH:29][CH:30]=3)[C:25]([N:24]([CH3:36])[CH3:23])=[O:26])[CH:3]=2)[CH:8]=[CH:9]1)[CH3:13]. (2) Given the reactants C([Si]([C:8]1[C:13]([F:14])=[C:12]([C:15]2[C:23]3[C:18](=[N:19][CH:20]=[CH:21][CH:22]=3)[NH:17][N:16]=2)[N:11]=[C:10]([N:24]2[CH2:29][CH2:28][NH:27][C@H:26]([C@:30]([CH3:39])([O:34][Si](C)(C)C)[CH:31]([CH3:33])[CH3:32])[CH2:25]2)[C:9]=1[F:40])(C)C)(C)(C)C.CCCC[N+](CCCC)(CCCC)CCCC.[F-], predict the reaction product. The product is: [F:40][C:9]1[C:10]([N:24]2[CH2:29][CH2:28][NH:27][C@H:26]([C@:30]([OH:34])([CH:31]([CH3:32])[CH3:33])[CH3:39])[CH2:25]2)=[N:11][C:12]([C:15]2[C:23]3[C:18](=[N:19][CH:20]=[CH:21][CH:22]=3)[NH:17][N:16]=2)=[C:13]([F:14])[CH:8]=1. (3) Given the reactants [NH2:1][C:2]1[CH:11]=[C:10](O)[C:9]2[C:4](=[CH:5][CH:6]=[C:7]([F:13])[CH:8]=2)[N:3]=1.P(Br)(Br)([Br:16])=O.[OH-].[Na+], predict the reaction product. The product is: [NH2:1][C:2]1[CH:11]=[C:10]([Br:16])[C:9]2[C:4](=[CH:5][CH:6]=[C:7]([F:13])[CH:8]=2)[N:3]=1.